Dataset: Retrosynthesis with 50K atom-mapped reactions and 10 reaction types from USPTO. Task: Predict the reactants needed to synthesize the given product. (1) Given the product CCCCCN(CC(=O)Nc1c(C)cc(C)cc1C)Cc1ccc(-c2ccccc2-c2nnnn2C(c2ccccc2)(c2ccccc2)c2ccccc2)cc1, predict the reactants needed to synthesize it. The reactants are: CCCCCNCc1ccc(-c2ccccc2-c2nnnn2C(c2ccccc2)(c2ccccc2)c2ccccc2)cc1.Cc1cc(C)c(NC(=O)CCl)c(C)c1. (2) Given the product CC(C)Oc1ccc2c(C(=O)NCc3ccc(F)c(F)c3)c(C(C)C)n(Cc3ccccc3)c2c1, predict the reactants needed to synthesize it. The reactants are: CC(C)I.CC(C)c1c(C(=O)NCc2ccc(F)c(F)c2)c2ccc(O)cc2n1Cc1ccccc1.